This data is from Full USPTO retrosynthesis dataset with 1.9M reactions from patents (1976-2016). The task is: Predict the reactants needed to synthesize the given product. (1) Given the product [F:1][C:2]1[CH:10]=[C:9]2[C:5]([C:6]([C:12]3[O:13][C:16]4[CH:17]=[C:18]([CH2:21][C:22]([O:24][CH3:25])=[O:23])[CH:19]=[CH:20][C:15]=4[N:14]=3)=[CH:7][N:8]2[CH3:11])=[CH:4][CH:3]=1, predict the reactants needed to synthesize it. The reactants are: [F:1][C:2]1[CH:10]=[C:9]2[C:5]([C:6]([CH:12]=[O:13])=[CH:7][N:8]2[CH3:11])=[CH:4][CH:3]=1.[NH2:14][C:15]1[CH:20]=[CH:19][C:18]([CH2:21][C:22]([O:24][CH3:25])=[O:23])=[CH:17][C:16]=1O.C(O)(=O)C.C(O)(=O)C.IC1C=CC=CC=1. (2) The reactants are: Cl.[CH3:2][N:3]1[C:11]2[C:6](=[CH:7][CH:8]=[CH:9][CH:10]=2)[C:5]([CH:12]2[CH2:17][CH2:16][NH:15][CH2:14][CH2:13]2)=[CH:4]1.[C:18]([O:22][C:23]([NH:25][CH2:26][CH2:27][CH2:28][CH2:29][CH2:30][CH2:31][C:32](O)=[O:33])=[O:24])([CH3:21])([CH3:20])[CH3:19].O.ON1C2C=CC=CC=2N=N1.CN(C)CCCN=C=NCC. Given the product [C:18]([O:22][C:23]([NH:25][CH2:26][CH2:27][CH2:28][CH2:29][CH2:30][CH2:31][C:32]([N:15]1[CH2:16][CH2:17][CH:12]([C:5]2[C:6]3[C:11](=[CH:10][CH:9]=[CH:8][CH:7]=3)[N:3]([CH3:2])[CH:4]=2)[CH2:13][CH2:14]1)=[O:33])=[O:24])([CH3:21])([CH3:20])[CH3:19], predict the reactants needed to synthesize it. (3) Given the product [C:1]([O:15][C:10]1[CH:11]=[CH:12][CH:13]=[CH:14][C:9]=1[F:8])(=[O:3])[CH3:2], predict the reactants needed to synthesize it. The reactants are: [C:1](OC(=O)C)(=[O:3])[CH3:2].[F:8][C:9]1[CH:14]=[CH:13][CH:12]=[CH:11][C:10]=1[OH:15].[OH-].[Na+]. (4) Given the product [NH2:1][C:2]1[C:7]([Cl:8])=[C:6]([C:20]2[CH:21]=[CH:22][C:17]([Cl:16])=[CH:18][CH:19]=2)[N:5]=[C:4]([C:10]([O:12][CH3:13])=[O:11])[C:3]=1[O:14][CH3:15], predict the reactants needed to synthesize it. The reactants are: [NH2:1][C:2]1[C:7]([Cl:8])=[C:6](Br)[N:5]=[C:4]([C:10]([O:12][CH3:13])=[O:11])[C:3]=1[O:14][CH3:15].[Cl:16][C:17]1[CH:22]=[CH:21][C:20](B(O)O)=[CH:19][CH:18]=1.[F-].[K+].CC#N. (5) The reactants are: [C:1]([C:5]1[N:9]([CH2:10][CH:11]2[CH2:16][CH2:15][O:14][CH2:13][CH2:12]2)[C:8]2[CH:17]=[CH:18][C:19]([S:21]([CH2:24][CH3:25])(=[O:23])=[O:22])=[CH:20][C:7]=2[N:6]=1)([CH3:4])([CH3:3])[CH3:2].[ClH:26]. Given the product [ClH:26].[C:1]([C:5]1[N:9]([CH2:10][CH:11]2[CH2:12][CH2:13][O:14][CH2:15][CH2:16]2)[C:8]2[CH:17]=[CH:18][C:19]([S:21]([CH2:24][CH3:25])(=[O:23])=[O:22])=[CH:20][C:7]=2[N:6]=1)([CH3:4])([CH3:2])[CH3:3], predict the reactants needed to synthesize it.